Dataset: Forward reaction prediction with 1.9M reactions from USPTO patents (1976-2016). Task: Predict the product of the given reaction. (1) Given the reactants [CH:1]1([NH2:7])[CH2:6][CH2:5][CH2:4][CH2:3][CH2:2]1.[C:8]([CH2:11][C:12]1[CH:13]=[C:14]([CH2:18][C:19](O)=[O:20])[CH:15]=[CH:16][CH:17]=1)([OH:10])=[O:9].ON1C2C=CC=CC=2N=N1.CCN(C(C)C)C(C)C.Cl.CN(C)CCCN=C=NCC.Cl, predict the reaction product. The product is: [CH:1]1([NH:7][C:19]([CH2:18][C:14]2[CH:13]=[C:12]([CH2:11][C:8]([OH:10])=[O:9])[CH:17]=[CH:16][CH:15]=2)=[O:20])[CH2:6][CH2:5][CH2:4][CH2:3][CH2:2]1. (2) Given the reactants Cl.C([N+](CCCC)(CCCC)CCCC)CCC.C(N(CC)CC)C.Br[C:27]1[C:32]([F:33])=[CH:31][CH:30]=[CH:29][C:28]=1[N:34]([CH2:38][C:39]([CH3:41])=[CH2:40])[C:35](=[O:37])[CH3:36].O, predict the reaction product. The product is: [F:33][C:32]1[CH:31]=[CH:30][CH:29]=[C:28]2[C:27]=1[C:39]([CH3:41])([CH3:40])[CH2:38][N:34]2[C:35](=[O:37])[CH3:36].